The task is: Predict the reactants needed to synthesize the given product.. This data is from Full USPTO retrosynthesis dataset with 1.9M reactions from patents (1976-2016). (1) Given the product [C:20]([O:24][C:25](=[O:36])[NH:26][CH2:27][CH2:28][O:29][CH2:30][CH2:31][O:32][CH2:33][CH2:34][NH:35][C:15](=[O:17])[C:14]([C:11]1[CH:10]=[CH:9][C:8]([S:5](/[CH:4]=[CH:3]/[C:1]#[N:2])(=[O:6])=[O:7])=[CH:13][CH:12]=1)([CH3:19])[CH3:18])([CH3:23])([CH3:21])[CH3:22], predict the reactants needed to synthesize it. The reactants are: [C:1](/[CH:3]=[CH:4]/[S:5]([C:8]1[CH:13]=[CH:12][C:11]([C:14]([CH3:19])([CH3:18])[C:15]([OH:17])=O)=[CH:10][CH:9]=1)(=[O:7])=[O:6])#[N:2].[C:20]([O:24][C:25](=[O:36])[NH:26][CH2:27][CH2:28][O:29][CH2:30][CH2:31][O:32][CH2:33][CH2:34][NH2:35])([CH3:23])([CH3:22])[CH3:21].C(N(CC)C(C)C)(C)C. (2) Given the product [F:12][C:8]1[CH:7]=[C:6]([F:13])[CH:5]=[C:4]2[C:9]=1[CH:10]=[CH:11][C:2]([CH3:16])=[C:3]2[CH:14]=[O:15], predict the reactants needed to synthesize it. The reactants are: Br[C:2]1[CH:11]=[CH:10][C:9]2[C:4](=[CH:5][C:6]([F:13])=[CH:7][C:8]=2[F:12])[C:3]=1[CH:14]=[O:15].[CH3:16][Sn](C)(C)C. (3) Given the product [C@H:1]12[CH2:7][C@H:4]([CH:5]=[CH:6]1)[CH2:3][C@@H:2]2[C:8]([OH:10])=[O:9], predict the reactants needed to synthesize it. The reactants are: [C@H:1]12[CH2:7][C@H:4]([CH:5]=[CH:6]1)[CH2:3][C@@H:2]2[C:8]([O:10][C@@H]1CC(=O)N(C)C1=O)=[O:9].[Li+].[OH-]. (4) Given the product [Cl:61][C:52]1[CH:53]=[CH:54][CH:55]=[C:56]([C:57]([F:60])([F:59])[F:58])[C:51]=1[C:49]([N:41]1[C:42]2[C:47](=[C:46]([F:48])[CH:45]=[CH:44][CH:43]=2)[C:39]([N:62]2[CH2:66][CH2:65][CH:64]([C:67]([OH:69])=[O:68])[CH2:63]2)=[N:40]1)=[O:50], predict the reactants needed to synthesize it. The reactants are: CC(P(C(C)(C)C)C1N(C2C(C3C=CC=CC=3)=NN(C3C=CC=CC=3)C=2C2C=CC=CC=2)N=CC=1)(C)C.Br[C:39]1[C:47]2[C:42](=[CH:43][CH:44]=[CH:45][C:46]=2[F:48])[N:41]([C:49]([C:51]2[C:56]([C:57]([F:60])([F:59])[F:58])=[CH:55][CH:54]=[CH:53][C:52]=2[Cl:61])=[O:50])[N:40]=1.[NH:62]1[CH2:66][CH2:65][CH:64]([C:67]([OH:69])=[O:68])[CH2:63]1.C([O-])([O-])=O.[Cs+].[Cs+]. (5) Given the product [NH:1]1[CH2:8][C@H:7]([OH:18])[CH2:6][C@H:2]1[C:3]([OH:5])=[O:4], predict the reactants needed to synthesize it. The reactants are: [NH:1]1[CH2:8][CH2:7][CH2:6][C@H:2]1[C:3]([OH:5])=[O:4].C1C([C@@H](O)[C@H](NC(C(Cl)Cl)=O)C[OH:18])=CC=C([N+]([O-])=O)C=1. (6) The reactants are: O[C:2]1[CH:11]=[CH:10][C:9]2[C:4](=[CH:5][CH:6]=[CH:7][CH:8]=2)[C:3]=1[C:12]1[C:21]2[C:16](=[CH:17][CH:18]=[CH:19][CH:20]=2)[CH:15]=[CH:14][C:13]=1O.[OH-:23].[Na+].S([O:30][CH3:31])(OC)(=O)=O.[CH3:32]C1C=CC=CC=1. Given the product [CH3:32][O:23][C:2]1[CH:11]=[CH:10][C:9]2[C:4](=[CH:5][CH:6]=[CH:7][CH:8]=2)[C:3]=1[C:12]1[C:21]2[C:16](=[CH:17][CH:18]=[CH:19][CH:20]=2)[CH:15]=[CH:14][C:13]=1[O:30][CH3:31], predict the reactants needed to synthesize it.